Dataset: Reaction yield outcomes from USPTO patents with 853,638 reactions. Task: Predict the reaction yield, written as a fraction of the theoretical maximum amount of product (1.0 means a 100% yield; for example, 0.34 means a 34% yield). (1) The reactants are [CH2:1]([O:8][N:9]1[C:15](=[O:16])[N:14]2[CH2:17][C@H:10]1[CH2:11][CH2:12][C@H:13]2[C:18]([OH:20])=O)[C:2]1[CH:7]=[CH:6][CH:5]=[CH:4][CH:3]=1.[NH2:21][O:22][C@H:23]1[CH2:27][CH2:26][N:25]([C:28]([O:30][C:31]([CH3:34])([CH3:33])[CH3:32])=[O:29])[CH2:24]1.ON1C2C=CC=CC=2N=N1.Cl.C(N=C=NCCCN(C)C)C. The catalyst is C(Cl)Cl. The product is [CH2:1]([O:8][N:9]1[C:15](=[O:16])[N:14]2[CH2:17][C@H:10]1[CH2:11][CH2:12][C@H:13]2[C:18]([NH:21][O:22][C@H:23]1[CH2:27][CH2:26][N:25]([C:28]([O:30][C:31]([CH3:34])([CH3:33])[CH3:32])=[O:29])[CH2:24]1)=[O:20])[C:2]1[CH:3]=[CH:4][CH:5]=[CH:6][CH:7]=1. The yield is 0.880. (2) The reactants are [OH-].[Na+].[C:3]([O:7][C:8]([N:10]1[CH2:15][CH2:14][N:13]([CH2:16][C:17]2[S:21][C:20]([C:22]3[CH:27]=[CH:26][CH:25]=[CH:24][CH:23]=3)=[N:19][C:18]=2[C:28]([O:30]CC)=[O:29])[CH2:12][CH2:11]1)=[O:9])([CH3:6])([CH3:5])[CH3:4]. The catalyst is CO.O1CCCC1. The product is [C:3]([O:7][C:8]([N:10]1[CH2:11][CH2:12][N:13]([CH2:16][C:17]2[S:21][C:20]([C:22]3[CH:23]=[CH:24][CH:25]=[CH:26][CH:27]=3)=[N:19][C:18]=2[C:28]([OH:30])=[O:29])[CH2:14][CH2:15]1)=[O:9])([CH3:6])([CH3:4])[CH3:5]. The yield is 0.640. (3) The catalyst is CN(C=O)C.ClCCl. The product is [CH3:56][N:55]1[CH:49]2[CH2:50][CH2:51][CH2:52][CH:53]1[CH2:54][CH:47]([NH:46][C:18]([C:14]1[CH:15]=[CH:16][CH:17]=[C:11]3[O:10][C:9]([C:6]4[CH:7]=[CH:8][C:3]([O:2][CH3:1])=[CH:4][C:5]=4[CH3:21])=[N:13][C:12]=13)=[O:19])[CH2:48]2. The yield is 0.160. The reactants are [CH3:1][O:2][C:3]1[CH:8]=[CH:7][C:6]([C:9]2[O:10][C:11]3[C:12](=[C:14]([C:18](O)=[O:19])[CH:15]=[CH:16][CH:17]=3)[N:13]=2)=[C:5]([CH3:21])[CH:4]=1.Cl.C(N=C=NCCCN(C)C)C.ON1C2C=CC=CC=2N=N1.Cl.Cl.[NH2:46][CH:47]1[CH2:54][CH:53]2[N:55]([CH3:56])[CH:49]([CH2:50][CH2:51][CH2:52]2)[CH2:48]1.C(N(CC)CC)C. (4) The reactants are Cl[CH2:2][C:3]1[C:4]([S:9][CH:10]2[CH2:14][CH2:13][CH2:12][CH2:11]2)=[N:5][CH:6]=[CH:7][CH:8]=1.C[O:16][C:17](=[O:31])[CH2:18][C:19]1[C:23]2[CH:24]=[C:25]([F:30])[C:26]([OH:29])=[C:27]([F:28])[C:22]=2[O:21][CH:20]=1. No catalyst specified. The product is [CH:10]1([S:9][C:4]2[C:3]([CH2:2][O:29][C:26]3[C:25]([F:30])=[CH:24][C:23]4[C:19]([CH2:18][C:17]([OH:31])=[O:16])=[CH:20][O:21][C:22]=4[C:27]=3[F:28])=[CH:8][CH:7]=[CH:6][N:5]=2)[CH2:14][CH2:13][CH2:12][CH2:11]1. The yield is 0.810.